From a dataset of Reaction yield outcomes from USPTO patents with 853,638 reactions. Predict the reaction yield, written as a fraction of the theoretical maximum amount of product (1.0 means a 100% yield; for example, 0.34 means a 34% yield). (1) The reactants are I[C:2]1[CH:7]=[CH:6][CH:5]=[CH:4][C:3]=1[C:8]([F:11])([F:10])[F:9]. The catalyst is [Cu].CN(C=O)C. The product is [F:9][C:8]([F:11])([F:10])[C:3]1[CH:4]=[CH:5][CH:6]=[CH:7][C:2]=1[C:2]1[CH:7]=[CH:6][CH:5]=[CH:4][C:3]=1[C:8]([F:11])([F:10])[F:9]. The yield is 0.780. (2) The reactants are C(N(CC)C(C)C)(C)C.Cl.Cl.[CH3:12][Si:13]([CH3:40])([CH3:39])[CH2:14][CH2:15][O:16][CH2:17][N:18]1[C:22]2=[N:23][CH:24]=[CH:25][C:26]([C:27]3[CH:28]=[N:29][N:30]([C:32]4([CH2:36][C:37]#[N:38])[CH2:35][NH:34][CH2:33]4)[CH:31]=3)=[C:21]2[CH:20]=[CH:19]1.Cl[C:42]1[N:43]=[CH:44][C:45]([C:48]([O:50][CH3:51])=[O:49])=[N:46][CH:47]=1.C([O-])(O)=O.[Na+]. The catalyst is O1CCOCC1. The product is [C:37]([CH2:36][C:32]1([N:30]2[CH:31]=[C:27]([C:26]3[CH:25]=[CH:24][N:23]=[C:22]4[N:18]([CH2:17][O:16][CH2:15][CH2:14][Si:13]([CH3:39])([CH3:12])[CH3:40])[CH:19]=[CH:20][C:21]=34)[CH:28]=[N:29]2)[CH2:33][N:34]([C:42]2[N:43]=[CH:44][C:45]([C:48]([O:50][CH3:51])=[O:49])=[N:46][CH:47]=2)[CH2:35]1)#[N:38]. The yield is 0.120.